Predict the reaction yield, written as a fraction of the theoretical maximum amount of product (1.0 means a 100% yield; for example, 0.34 means a 34% yield). From a dataset of Reaction yield outcomes from USPTO patents with 853,638 reactions. (1) The reactants are C(O)(=O)C.C([N:12]1[CH2:17][CH2:16][C@@H:15]([CH3:18])[C@@H:14]([N:19]([CH3:29])[C:20]2[C:21]3[CH:28]=[CH:27][NH:26][C:22]=3[N:23]=[CH:24][N:25]=2)[CH2:13]1)C1C=CC=CC=1.[H][H].ClCCl. The catalyst is C(O)(C)C.O.[OH-].[OH-].[Pd+2]. The product is [CH3:29][N:19]([C@@H:14]1[C@H:15]([CH3:18])[CH2:16][CH2:17][NH:12][CH2:13]1)[C:20]1[C:21]2[CH:28]=[CH:27][NH:26][C:22]=2[N:23]=[CH:24][N:25]=1. The yield is 0.810. (2) The product is [N:23]([CH:6]1[CH2:5][N:4]([C:15]([O:17][C:18]([CH3:21])([CH3:20])[CH3:19])=[O:16])[CH2:3][C:2]1([F:22])[F:1])=[N+:24]=[N-:25]. The reactants are [F:1][C:2]1([F:22])[CH:6](OS(C(F)(F)F)(=O)=O)[CH2:5][N:4]([C:15]([O:17][C:18]([CH3:21])([CH3:20])[CH3:19])=[O:16])[CH2:3]1.[N-:23]=[N+:24]=[N-:25].C([N+](CCCC)(CCCC)CCCC)CCC. The yield is 0.800. The catalyst is CN(C=O)C.CC(OC)(C)C. (3) No catalyst specified. The yield is 0.830. The product is [Cl:22][C:15]1[CH:14]=[C:13]([CH3:18])[N:12]=[C:11](/[CH:10]=[CH:9]/[C:4]2[CH:5]=[CH:6][C:7]([F:8])=[C:2]([Cl:1])[CH:3]=2)[N:16]=1. The reactants are [Cl:1][C:2]1[C:3](F)=[C:4](/[CH:9]=[CH:10]/[C:11]2[N:16]=[C:15](O)[CH:14]=[C:13]([CH3:18])[N:12]=2)[CH:5]=[CH:6][C:7]=1[F:8].O=P(Cl)(Cl)[Cl:22]. (4) The reactants are [OH:1][CH2:2][C:3]1[N:4]=[C:5](/[CH:8]=[CH:9]/[C:10]2[CH:15]=[CH:14][C:13]([C:16]([F:19])([F:18])[F:17])=[CH:12][CH:11]=2)[O:6][CH:7]=1.C(N(C(C)C)CC)(C)C.CS(Cl)(=O)=O.[OH-].[Na+].[N:36]1([CH2:41][CH2:42][CH2:43][CH2:44][C:45]2[CH:50]=[CH:49][C:48](O)=[CH:47][CH:46]=2)[CH:40]=[CH:39][N:38]=[N:37]1. The catalyst is C1COCC1.[Br-].C([N+](CCCC)(CCCC)CCCC)CCC.CO.O. The product is [F:17][C:16]([F:19])([F:18])[C:13]1[CH:14]=[CH:15][C:10](/[CH:9]=[CH:8]/[C:5]2[O:6][CH:7]=[C:3]([CH2:2][O:1][C:48]3[CH:47]=[CH:46][C:45]([CH2:44][CH2:43][CH2:42][CH2:41][N:36]4[CH:40]=[CH:39][N:38]=[N:37]4)=[CH:50][CH:49]=3)[N:4]=2)=[CH:11][CH:12]=1. The yield is 0.850. (5) The reactants are [NH2:1][C@@H:2]1[C:8](=[O:9])[N:7]([CH2:10][C:11]([O:13][CH3:14])=[O:12])[C:6]2[CH:15]=[CH:16][CH:17]=[CH:18][C:5]=2[O:4][C@@H:3]1[C:19]1[CH:24]=[CH:23][CH:22]=[CH:21][CH:20]=1.[F:25][C:26]1[CH:27]=[C:28]([CH2:33][C:34]([NH:36][C@H:37]([C:39](O)=[O:40])[CH3:38])=[O:35])[CH:29]=[C:30]([F:32])[CH:31]=1.C1C=CC2N(O)N=NC=2C=1.CN1CCOCC1.CCN=C=NCCCN(C)C.Cl. The catalyst is C(Cl)Cl. The product is [F:25][C:26]1[CH:27]=[C:28]([CH2:33][C:34]([NH:36][C@H:37]([C:39]([NH:1][C@@H:2]2[C:8](=[O:9])[N:7]([CH2:10][C:11]([O:13][CH3:14])=[O:12])[C:6]3[CH:15]=[CH:16][CH:17]=[CH:18][C:5]=3[O:4][C@@H:3]2[C:19]2[CH:24]=[CH:23][CH:22]=[CH:21][CH:20]=2)=[O:40])[CH3:38])=[O:35])[CH:29]=[C:30]([F:32])[CH:31]=1. The yield is 0.820. (6) The reactants are [OH:1][CH:2]([C:13]1[CH:18]=[CH:17][CH:16]=[C:15]([O:19][CH3:20])[CH:14]=1)[C:3]([C:5]1[CH:10]=[CH:9][CH:8]=[C:7]([O:11][CH3:12])[CH:6]=1)=[O:4]. The catalyst is CC(O)=O.CC([O-])=O.CC([O-])=O.[Cu+2].O. The product is [CH3:20][O:19][C:15]1[CH:14]=[C:13]([C:2](=[O:1])[C:3]([C:5]2[CH:10]=[CH:9][CH:8]=[C:7]([O:11][CH3:12])[CH:6]=2)=[O:4])[CH:18]=[CH:17][CH:16]=1. The yield is 0.720. (7) The reactants are COC1C=CC([C:9]2[CH:10]=[N:11][C:12]([NH:15][C:16]3[CH:17]=[C:18](NC(N4CCN(C)CC4)=O)[CH:19]=[CH:20][CH:21]=3)=[N:13][CH:14]=2)=CC=1.[CH3:32][O:33][C:34]1[CH:39]=[CH:38][C:37](C2C=NC(NC3C=CC=C(N)C=3)=NC=2)=[CH:36][CH:35]=1.C([N:57](C(C)C)CC)(C)C.ClC(Cl)(O[C:67](=[O:73])OC(Cl)(Cl)Cl)Cl.[CH3:75][N:76]1[CH2:81][CH2:80][NH:79][CH2:78][CH2:77]1. The catalyst is C1COCC1. The yield is 0.500. The product is [CH3:32][O:33][C:34]1[CH:35]=[CH:36][C:37]([C:19]2[CH:18]=[CH:17][C:16]([NH:15][C:12]3[N:13]=[CH:14][CH:9]=[CH:10][N:11]=3)=[C:21]([CH:81]3[N:76]([CH3:75])[CH2:77][CH2:78][N:79]([C:67]([NH2:57])=[O:73])[CH2:80]3)[CH:20]=2)=[CH:38][CH:39]=1. (8) The reactants are C([O:3][C:4](=[O:33])[C:5]([O:8][C:9]1[CH:14]=[CH:13][C:12]([CH2:15][CH2:16][CH2:17][C:18]2[NH:22][C:21](=[O:23])[N:20]([CH2:24][C:25]3[CH:30]=[CH:29][C:28]([CH3:31])=[C:27]([CH3:32])[CH:26]=3)[N:19]=2)=[CH:11][CH:10]=1)([CH3:7])[CH3:6])C.[OH-].[Na+]. The catalyst is C(O)C. The product is [CH3:32][C:27]1[CH:26]=[C:25]([CH2:24][N:20]2[C:21](=[O:23])[NH:22][C:18]([CH2:17][CH2:16][CH2:15][C:12]3[CH:11]=[CH:10][C:9]([O:8][C:5]([CH3:7])([CH3:6])[C:4]([OH:33])=[O:3])=[CH:14][CH:13]=3)=[N:19]2)[CH:30]=[CH:29][C:28]=1[CH3:31]. The yield is 0.800. (9) The reactants are [NH2:1][C:2]1([C:13]2[CH:18]=[CH:17][C:16]([CH:19]([CH3:21])[CH3:20])=[CH:15][C:14]=2[O:22][CH3:23])[C:10](=[O:11])[C:9]2[C:4](=[CH:5][CH:6]=[CH:7][CH:8]=2)[C:3]1=[O:12].ClC(Cl)(O[C:28](=[O:34])OC(Cl)(Cl)Cl)Cl.[CH2:36]([NH2:38])[CH3:37].ClCCl. The catalyst is C1COCC1. The product is [CH2:36]([NH:38][C:28]([NH:1][C:2]1([C:13]2[CH:18]=[CH:17][C:16]([CH:19]([CH3:21])[CH3:20])=[CH:15][C:14]=2[O:22][CH3:23])[C:10](=[O:11])[C:9]2[C:4](=[CH:5][CH:6]=[CH:7][CH:8]=2)[C:3]1=[O:12])=[O:34])[CH3:37]. The yield is 0.740.